Dataset: Reaction yield outcomes from USPTO patents with 853,638 reactions. Task: Predict the reaction yield, written as a fraction of the theoretical maximum amount of product (1.0 means a 100% yield; for example, 0.34 means a 34% yield). (1) The reactants are [NH:1]1[C:5]2=[N:6][CH:7]=[C:8]([NH:10][C:11](=[O:20])[O:12][CH2:13][C:14]3[CH:19]=[CH:18][CH:17]=[CH:16][CH:15]=3)[CH:9]=[C:4]2[CH:3]=[CH:2]1.[Br:21]Br. The catalyst is C(Cl)(Cl)Cl.C(Cl)Cl. The product is [Br:21][C:3]1[C:4]2[C:5](=[N:6][CH:7]=[C:8]([NH:10][C:11](=[O:20])[O:12][CH2:13][C:14]3[CH:15]=[CH:16][CH:17]=[CH:18][CH:19]=3)[CH:9]=2)[NH:1][CH:2]=1. The yield is 0.830. (2) The reactants are [NH2:1][C:2]1[CH:7]=[CH:6][C:5]([S:8][C:9]2[S:13][C:12]([C:14](O)=[O:15])=[CH:11][C:10]=2[NH:17][C:18]2[C:19]3[CH:27]=[CH:26][C:25]([CH:28]([CH3:30])[CH3:29])=[N:24][C:20]=3[N:21]=[CH:22][N:23]=2)=[CH:4][CH:3]=1.[CH3:31][C@@H:32]([C:35]1[CH:40]=[CH:39][CH:38]=[CH:37][CH:36]=1)[CH2:33][NH2:34].C(N(CC)C(C)C)(C)C.F[B-](F)(F)F.N1(OC(N(C)C)=[N+](C)C)C2C=CC=CC=2N=N1. The catalyst is CS(C)=O.O. The product is [NH2:1][C:2]1[CH:7]=[CH:6][C:5]([S:8][C:9]2[S:13][C:12]([C:14]([NH:34][CH2:33][C@H:32]([C:35]3[CH:40]=[CH:39][CH:38]=[CH:37][CH:36]=3)[CH3:31])=[O:15])=[CH:11][C:10]=2[NH:17][C:18]2[C:19]3[CH:27]=[CH:26][C:25]([CH:28]([CH3:30])[CH3:29])=[N:24][C:20]=3[N:21]=[CH:22][N:23]=2)=[CH:4][CH:3]=1. The yield is 0.850. (3) The reactants are [C:1]([C:5]1[CH:9]=[C:8]([NH:10][C:11]([NH:13][C@@H:14]2[C:23]3[C:18](=[CH:19][CH:20]=[CH:21][CH:22]=3)[C@H:17]([O:24][C:25]3[CH:26]=[CH:27][C:28]4[N:29]([C:31]([N:34]5[C@H:39]([CH3:40])[CH2:38][CH2:37][CH2:36][C@@H:35]5[CH3:41])=[N:32][N:33]=4)[CH:30]=3)[CH2:16][CH2:15]2)=[O:12])[N:7]([C:42]2[CH:43]=[N:44][N:45]([CH2:47][CH2:48][O:49]S(C)(=O)=O)[CH:46]=2)[N:6]=1)([CH3:4])([CH3:3])[CH3:2].CCN(C(C)C)C(C)C.[NH:63]1[CH2:68][CH2:67][O:66][CH2:65][CH2:64]1. The catalyst is C1COCC1. The product is [CH:48]([OH:49])=[O:66].[C:1]([C:5]1[CH:9]=[C:8]([NH:10][C:11]([NH:13][C@@H:14]2[C:23]3[C:18](=[CH:19][CH:20]=[CH:21][CH:22]=3)[C@H:17]([O:24][C:25]3[CH:26]=[CH:27][C:28]4[N:29]([C:31]([N:34]5[C@H:35]([CH3:41])[CH2:36][CH2:37][CH2:38][C@@H:39]5[CH3:40])=[N:32][N:33]=4)[CH:30]=3)[CH2:16][CH2:15]2)=[O:12])[N:7]([C:42]2[CH:43]=[N:44][N:45]([CH2:47][CH2:48][N:63]3[CH2:68][CH2:67][O:66][CH2:65][CH2:64]3)[CH:46]=2)[N:6]=1)([CH3:3])([CH3:4])[CH3:2]. The yield is 0.260. (4) The catalyst is CO.[Ni]. The reactants are [N+:1]([C:4]1[CH:9]=[CH:8][N+:7]([O-])=[CH:6][C:5]=1[N:11]1[CH2:16][CH2:15][N:14]([CH:17]2[CH2:20][O:19][CH2:18]2)[CH2:13][CH2:12]1)([O-])=O.CCOC(C)=O. The product is [O:19]1[CH2:20][CH:17]([N:14]2[CH2:13][CH2:12][N:11]([C:5]3[CH:6]=[N:7][CH:8]=[CH:9][C:4]=3[NH2:1])[CH2:16][CH2:15]2)[CH2:18]1. The yield is 1.00. (5) The reactants are [C:1]([C:4]1[CH:5]=[C:6]([CH:11]=[C:12]([Br:15])[C:13]=1[OH:14])[C:7]([O:9][CH3:10])=[O:8])(=[O:3])[CH3:2].C([O+]([B-](F)(F)F)CC)C.[Cl-].Cl[C:27](Cl)=[N+:28]1[CH2:33][CH2:32][O:31][CH2:30][CH2:29]1.CCOCC. The product is [Br:15][C:12]1[CH:11]=[C:6]([C:7]([O:9][CH3:10])=[O:8])[CH:5]=[C:4]2[C:13]=1[O:14][C:27]([N:28]1[CH2:33][CH2:32][O:31][CH2:30][CH2:29]1)=[CH:2][C:1]2=[O:3]. The yield is 0.476. The catalyst is C1(C)C=CC=CC=1. (6) The reactants are Br[C:2]1[C:10]2[N:9]=[C:8]([CH2:11][CH:12]3[CH2:17][CH2:16][CH2:15][CH2:14][N:13]3[C:18]([C:20]3[N:21]=[C:22]([CH3:32])[S:23][C:24]=3[C:25]3[CH:30]=[CH:29][C:28]([F:31])=[CH:27][CH:26]=3)=[O:19])[NH:7][C:6]=2[CH:5]=[CH:4][CH:3]=1.[Cu][C:34]#[N:35].O. The catalyst is CN1CCCC1=O. The product is [C:34]([C:2]1[C:10]2[N:9]=[C:8]([CH2:11][CH:12]3[CH2:17][CH2:16][CH2:15][CH2:14][N:13]3[C:18]([C:20]3[N:21]=[C:22]([CH3:32])[S:23][C:24]=3[C:25]3[CH:26]=[CH:27][C:28]([F:31])=[CH:29][CH:30]=3)=[O:19])[NH:7][C:6]=2[CH:5]=[CH:4][CH:3]=1)#[N:35]. The yield is 0.0300. (7) The reactants are [OH:1][C:2]1[CH:3]=[CH:4][C:5]2[C:9]([CH2:10][CH2:11][C:12]([O:14][CH2:15][CH3:16])=[O:13])=[CH:8][S:7][C:6]=2[CH:17]=1.[C:18]([O:22][C:23]([N:25]1[C:34]2[C:29](=[CH:30][CH:31]=[C:32]([CH2:35][CH2:36]O)[N:33]=2)[CH2:28][CH2:27][CH2:26]1)=[O:24])([CH3:21])([CH3:20])[CH3:19].C1(P(C2C=CC=CC=2)C2C=CC=CC=2)C=CC=CC=1.N(C(OC(C)C)=O)=NC(OC(C)C)=O. The catalyst is C1COCC1. The product is [C:18]([O:22][C:23]([N:25]1[C:34]2[C:29](=[CH:30][CH:31]=[C:32]([CH2:35][CH2:36][O:1][C:2]3[CH:3]=[CH:4][C:5]4[C:9]([CH2:10][CH2:11][C:12]([O:14][CH2:15][CH3:16])=[O:13])=[CH:8][S:7][C:6]=4[CH:17]=3)[N:33]=2)[CH2:28][CH2:27][CH2:26]1)=[O:24])([CH3:21])([CH3:20])[CH3:19]. The yield is 0.800. (8) The reactants are [NH2:1][CH2:2][CH2:3][C:4]([N:6]1[CH2:11][CH2:10][N:9]([C:12]2[C:17]([Br:18])=[CH:16][N:15]=[C:14]3[NH:19][CH:20]=[C:21]([NH:22][C:23](=[O:30])[C:24]4[CH:29]=[CH:28][CH:27]=[N:26][CH:25]=4)[C:13]=23)[CH2:8][CH2:7]1)=[O:5].[CH3:31][C:32]([CH3:34])=O.CCN(C(C)C)C(C)C.[BH-](OC(C)=O)(OC(C)=O)OC(C)=O.[Na+].C([O-])([O-])=O.[Na+].[Na+].Cl. The catalyst is C(Cl)Cl.CCOCC.CN(C=O)C.ClCCCl. The product is [Br:18][C:17]1[C:12]([N:9]2[CH2:8][CH2:7][N:6]([C:4](=[O:5])[CH2:3][CH2:2][NH:1][CH:32]([CH3:34])[CH3:31])[CH2:11][CH2:10]2)=[C:13]2[C:21]([NH:22][C:23](=[O:30])[C:24]3[CH:29]=[CH:28][CH:27]=[N:26][CH:25]=3)=[CH:20][NH:19][C:14]2=[N:15][CH:16]=1. The yield is 0.466. (9) The product is [NH2:1][C:4]1[CH:9]=[CH:8][C:7]([C@H:10]([NH:12][C:13](=[O:19])[O:14][C:15]([CH3:18])([CH3:17])[CH3:16])[CH3:11])=[CH:6][CH:5]=1. The catalyst is CO.[Pd]. The yield is 0.780. The reactants are [N+:1]([C:4]1[CH:9]=[CH:8][C:7]([C@H:10]([NH:12][C:13](=[O:19])[O:14][C:15]([CH3:18])([CH3:17])[CH3:16])[CH3:11])=[CH:6][CH:5]=1)([O-])=O.